From a dataset of Catalyst prediction with 721,799 reactions and 888 catalyst types from USPTO. Predict which catalyst facilitates the given reaction. The catalyst class is: 578. Product: [Cl:1][C:2]1[CH:3]=[C:4]2[C:9](=[CH:10][N:11]=1)[C:8](=[O:14])[NH:7][CH:6]=[CH:5]2. Reactant: [Cl:1][C:2]1[CH:3]=[C:4]2[C:9](=[C:10](NN)[N:11]=1)[C:8](=[O:14])[NH:7][CH:6]=[CH:5]2.[OH-].[Na+].[O-]Cl.[Na+].Cl.